This data is from Forward reaction prediction with 1.9M reactions from USPTO patents (1976-2016). The task is: Predict the product of the given reaction. (1) The product is: [C:1]([N:5]1[CH2:31][CH2:30][CH2:29][CH2:28][C:8]2[C:9]([C:23]3[S:24][CH:25]=[CH:26][CH:27]=3)=[C:10]3[C:19]4[CH:18]=[C:17]([NH:20][S:34]([CH3:33])(=[O:36])=[O:35])[C:16]([O:21][CH3:22])=[CH:15][C:14]=4[CH2:13][CH2:12][N:11]3[C:7]=2[C:6]1=[O:32])([CH3:4])([CH3:2])[CH3:3]. Given the reactants [C:1]([N:5]1[CH2:31][CH2:30][CH2:29][CH2:28][C:8]2[C:9]([C:23]3[S:24][CH:25]=[CH:26][CH:27]=3)=[C:10]3[C:19]4[CH:18]=[C:17]([NH2:20])[C:16]([O:21][CH3:22])=[CH:15][C:14]=4[CH2:13][CH2:12][N:11]3[C:7]=2[C:6]1=[O:32])([CH3:4])([CH3:3])[CH3:2].[CH3:33][S:34](Cl)(=[O:36])=[O:35].C(N(CC)C(C)C)(C)C, predict the reaction product. (2) Given the reactants [CH2:1]([O:3][C:4]([C:6]1[S:7][C:8]([C:14]([O:16][CH2:17][CH3:18])=[O:15])=[CH:9][C:10]=1[N+:11]([O-])=O)=[O:5])[CH3:2], predict the reaction product. The product is: [CH2:1]([O:3][C:4]([C:6]1[S:7][C:8]([C:14]([O:16][CH2:17][CH3:18])=[O:15])=[CH:9][C:10]=1[NH2:11])=[O:5])[CH3:2]. (3) Given the reactants [NH2:1][C:2]1[C:7]([O:8][CH3:9])=[C:6]([F:10])[CH:5]=[C:4]([C:11]2[CH:16]=[CH:15][C:14]([F:17])=[CH:13][CH:12]=2)[C:3]=1[C:18]([OH:20])=O.[Br:21][N:22]1C(=O)CC[C:23]1=O.[CH:29]([NH2:31])=O, predict the reaction product. The product is: [Br:21][C:5]1[C:4]([C:11]2[CH:16]=[CH:15][C:14]([F:17])=[CH:13][CH:12]=2)=[C:3]2[C:2](=[C:7]([O:8][CH3:9])[C:6]=1[F:10])[N:1]=[CH:29][NH:31][C:18]2=[O:20].[F:10][C:6]1[C:7]([O:8][CH3:9])=[C:2]2[C:3]([C:18](=[O:20])[NH:22][CH:23]=[N:1]2)=[C:4]([C:11]2[CH:16]=[CH:15][C:14]([F:17])=[CH:13][CH:12]=2)[CH:5]=1.